This data is from HIV replication inhibition screening data with 41,000+ compounds from the AIDS Antiviral Screen. The task is: Binary Classification. Given a drug SMILES string, predict its activity (active/inactive) in a high-throughput screening assay against a specified biological target. (1) The molecule is CCCCCCCCCCCCCCCCOCC(Cl)CP(=O)(O)OP(=O)(O)OCC1OC(n2cnc3c(N)ncnc32)C(O)C1O.[NaH]. The result is 0 (inactive). (2) The drug is CC1(C)N=C([C-](C#N)[N+](=O)C(=O)c2ccccc2)C(C)(C)N1O. The result is 0 (inactive). (3) The drug is S=c1[nH]c2cccc3c2n1CC1CCCN1C3. The result is 0 (inactive). (4) The drug is CCOC(=O)C1=C(O)C(=O)c2ccccc2C1=O. The result is 0 (inactive). (5) The molecule is CSc1nc2c(c(N(C)C)n1)C(O)n1c(nc3ccccc31)S2. The result is 0 (inactive). (6) The compound is Cc1cc(C(=O)CCCCOc2ccc(C3=NCCO3)cc2)c(C)n1C. The result is 0 (inactive).